Dataset: Full USPTO retrosynthesis dataset with 1.9M reactions from patents (1976-2016). Task: Predict the reactants needed to synthesize the given product. The reactants are: Cl.Cl.Cl.[O:4]1[C:12]2[CH:11]=[CH:10][N:9]=[C:8]([N:13]3[CH2:18][CH2:17][N:16]([CH2:19][CH2:20][C@H:21]4[CH2:26][CH2:25][C@H:24]([NH2:27])[CH2:23][CH2:22]4)[CH2:15][CH2:14]3)[C:7]=2[CH2:6][CH2:5]1.[N:28]1([C:34]2[CH:42]=[CH:41][C:37]([C:38](O)=[O:39])=[CH:36][N:35]=2)[CH2:33][CH2:32][O:31][CH2:30][CH2:29]1. Given the product [O:4]1[C:12]2[CH:11]=[CH:10][N:9]=[C:8]([N:13]3[CH2:18][CH2:17][N:16]([CH2:19][CH2:20][C@H:21]4[CH2:26][CH2:25][C@H:24]([NH:27][C:38](=[O:39])[C:37]5[CH:41]=[CH:42][C:34]([N:28]6[CH2:29][CH2:30][O:31][CH2:32][CH2:33]6)=[N:35][CH:36]=5)[CH2:23][CH2:22]4)[CH2:15][CH2:14]3)[C:7]=2[CH2:6][CH2:5]1, predict the reactants needed to synthesize it.